This data is from Reaction yield outcomes from USPTO patents with 853,638 reactions. The task is: Predict the reaction yield, written as a fraction of the theoretical maximum amount of product (1.0 means a 100% yield; for example, 0.34 means a 34% yield). (1) The reactants are [F:1][C:2]([F:14])([F:13])[C:3]([C:9]([F:12])([F:11])[F:10])([OH:8])[CH2:4][CH2:5][CH2:6][OH:7].C[Li].[CH2:17]([Li])CCC.[C:22](Cl)(=[O:25])[CH:23]=[CH2:24].C(Cl)(=O)C(C)=C. No catalyst specified. The product is [C:22]([O:7][CH2:6][CH:5]([CH3:17])[CH2:4][C:3]([C:9]([F:10])([F:11])[F:12])([OH:8])[C:2]([F:13])([F:14])[F:1])(=[O:25])[CH:23]=[CH2:24]. The yield is 0.860. (2) The reactants are [OH:1][CH2:2][CH2:3][NH:4][CH:5]1[CH2:10][CH2:9][N:8]([C:11]([O:13][C:14]([CH3:17])([CH3:16])[CH3:15])=[O:12])[CH2:7][CH:6]1[CH3:18].C1N=CN([C:24](N2C=NC=C2)=[O:25])C=1.C(OCC)(=O)C. The catalyst is C1C=CC=CC=1. The product is [CH3:18][CH:6]1[CH:5]([N:4]2[CH2:3][CH2:2][O:1][C:24]2=[O:25])[CH2:10][CH2:9][N:8]([C:11]([O:13][C:14]([CH3:17])([CH3:16])[CH3:15])=[O:12])[CH2:7]1. The yield is 0.930. (3) The reactants are [Cl:1][C:2]1[CH:3]=[C:4]([O:12][C@H:13]2[CH2:18][CH2:17][C@H:16]([N:19]([CH3:21])[CH3:20])[CH2:15][CH2:14]2)[C:5]([CH3:11])=[C:6]([CH:10]=1)[C:7]([OH:9])=O.Cl.[NH2:23][CH2:24][C:25]1[C:30](=[O:31])[CH:29]=[C:28]([CH3:32])[NH:27][C:26]=1[CH3:33].C(Cl)CCl.C1C=NC2N(O)N=NC=2C=1.CN1CCOCC1.C([O-])([O-])=O.[Na+].[Na+]. The catalyst is CCOC(C)=O.O.CN(C)C=O. The product is [Cl:1][C:2]1[CH:3]=[C:4]([O:12][C@H:13]2[CH2:18][CH2:17][C@H:16]([N:19]([CH3:21])[CH3:20])[CH2:15][CH2:14]2)[C:5]([CH3:11])=[C:6]([CH:10]=1)[C:7]([NH:23][CH2:24][C:25]1[C:30](=[O:31])[CH:29]=[C:28]([CH3:32])[NH:27][C:26]=1[CH3:33])=[O:9]. The yield is 0.260. (4) The reactants are [C:1]1([CH2:7][CH:8]=O)[CH:6]=[CH:5][CH:4]=[CH:3][CH:2]=1.[CH3:10][NH:11][CH3:12].[BH3-]C#N.[Na+]. The catalyst is CO. The product is [CH3:10][N:11]([CH2:8][CH2:7][C:1]1[CH:6]=[CH:5][CH:4]=[CH:3][CH:2]=1)[CH3:12]. The yield is 1.00.